From a dataset of Retrosynthesis with 50K atom-mapped reactions and 10 reaction types from USPTO. Predict the reactants needed to synthesize the given product. (1) Given the product COc1ncc(CC(NC(=O)N2CCC(N3Cc4ccccc4NC3=O)CC2)C(=O)N2CCC(N3CCCCC3)CC2)cn1, predict the reactants needed to synthesize it. The reactants are: C1CCN(C2CCNCC2)CC1.COC(=O)C(Cc1cnc(OC)nc1)NC(=O)N1CCC(N2Cc3ccccc3NC2=O)CC1. (2) Given the product CNCC(=O)NCC1Cc2cc(C)c3c(c2O1)CCC(=O)N3, predict the reactants needed to synthesize it. The reactants are: CNCC(=O)NCC1Cc2cc(C)c3[nH]c(=O)ccc3c2O1. (3) Given the product CC(C)(C)OC(=O)N1CCC(Nc2cccnc2N)CC1, predict the reactants needed to synthesize it. The reactants are: CC(C)(C)OC(=O)N1CCC(=O)CC1.Nc1cccnc1N. (4) Given the product COCOc1ccc(I)cc1, predict the reactants needed to synthesize it. The reactants are: COCCl.Oc1ccc(I)cc1. (5) Given the product C[C@@H](Oc1cc(-c2cnc(C(C)(C)O)s2)cc2ncn(C3CC3)c12)[C@H]1CNC(=O)C1, predict the reactants needed to synthesize it. The reactants are: CC(C)(O)c1ncc(Br)s1.C[C@@H](Oc1cc(B2OC(C)(C)C(C)(C)O2)cc2ncn(C3CC3)c12)[C@H]1CNC(=O)C1. (6) Given the product CN1CCC(Oc2ccc(B3OC(C)(C)C(C)(C)O3)cc2[N+](=O)[O-])CC1, predict the reactants needed to synthesize it. The reactants are: CC1(C)OB(c2ccc(O)c([N+](=O)[O-])c2)OC1(C)C.CN1CCC(O)CC1. (7) Given the product CN(CCCCN1CCN(C(=O)/C=C/c2ccc(Cl)c(Cl)c2)CCC1=O)C1CCOCC1, predict the reactants needed to synthesize it. The reactants are: CNC1CCOCC1.O=C(/C=C/c1ccc(Cl)c(Cl)c1)N1CCC(=O)N(CCCCI)CC1. (8) The reactants are: CCN(CC)c1ccc(N)cc1.CNc1cc(Cl)ncn1. Given the product CCN(CC)c1ccc(Nc2cc(NC)ncn2)cc1, predict the reactants needed to synthesize it.